Task: Regression. Given a peptide amino acid sequence and an MHC pseudo amino acid sequence, predict their binding affinity value. This is MHC class I binding data.. Dataset: Peptide-MHC class I binding affinity with 185,985 pairs from IEDB/IMGT (1) The peptide sequence is TLKGTSYKM. The MHC is HLA-B46:01 with pseudo-sequence HLA-B46:01. The binding affinity (normalized) is 0.0847. (2) The peptide sequence is YFSGIMVRL. The MHC is HLA-A02:01 with pseudo-sequence HLA-A02:01. The binding affinity (normalized) is 0.0847.